From a dataset of Forward reaction prediction with 1.9M reactions from USPTO patents (1976-2016). Predict the product of the given reaction. (1) Given the reactants [OH:1][CH2:2][C:3]1[CH:8]=[C:7]([CH3:9])[C:6]([CH2:10][CH2:11][CH2:12][OH:13])=[C:5]([CH3:14])[CH:4]=1, predict the reaction product. The product is: [OH:13][CH2:12][CH2:11][CH2:10][C:6]1[C:7]([CH3:9])=[CH:8][C:3]([CH:2]=[O:1])=[CH:4][C:5]=1[CH3:14]. (2) Given the reactants CN(CC#C)[C@@H]([CH2:6][C:7]1[CH:12]=[CH:11][CH:10]=[CH:9][CH:8]=1)CO.[CH2:16]([N:18]([CH2:21][CH3:22])[CH2:19]C)C.[CH3:23]S(Cl)(=O)=O.Cl[CH2:29][Cl:30], predict the reaction product. The product is: [Cl:30][C@H:29]([CH2:6][C:7]1[CH:8]=[CH:9][CH:10]=[CH:11][CH:12]=1)[CH2:16][N:18]([CH3:19])[CH2:21][C:22]#[CH:23].